From a dataset of Peptide-MHC class II binding affinity with 134,281 pairs from IEDB. Regression. Given a peptide amino acid sequence and an MHC pseudo amino acid sequence, predict their binding affinity value. This is MHC class II binding data. The peptide sequence is ELYKYKVVKIEPLGV. The MHC is HLA-DPA10201-DPB10101 with pseudo-sequence HLA-DPA10201-DPB10101. The binding affinity (normalized) is 0.555.